This data is from Reaction yield outcomes from USPTO patents with 853,638 reactions. The task is: Predict the reaction yield, written as a fraction of the theoretical maximum amount of product (1.0 means a 100% yield; for example, 0.34 means a 34% yield). The reactants are [N+:1]([C:4]1[CH:8]=[N:7][NH:6][C:5]=1[NH2:9])([O-:3])=[O:2].CN(C)[CH:12]=[CH:13][C:14]([C:16]1[CH:17]=[C:18]([N:22]([CH2:28][CH2:29][CH2:30][CH3:31])[S:23]([CH2:26][CH3:27])(=[O:25])=[O:24])[CH:19]=[CH:20][CH:21]=1)=O.C(OCC)(=O)C. The catalyst is C(O)(=O)C. The product is [N+:1]([C:4]1[CH:8]=[N:7][N:6]2[C:14]([C:16]3[CH:17]=[C:18]([N:22]([CH2:28][CH2:29][CH2:30][CH3:31])[S:23]([CH2:26][CH3:27])(=[O:25])=[O:24])[CH:19]=[CH:20][CH:21]=3)=[CH:13][CH:12]=[N:9][C:5]=12)([O-:3])=[O:2]. The yield is 0.410.